Predict the reactants needed to synthesize the given product. From a dataset of Full USPTO retrosynthesis dataset with 1.9M reactions from patents (1976-2016). Given the product [CH3:44][C:39]1([CH3:45])[C:40]([CH3:43])([CH3:42])[O:41][B:37]([C:2]2[CH:3]=[CH:4][C:5]3[O:9][C:8]4[CH:10]=[CH:11][C:12]([N:14]5[C:26]6[CH:25]=[CH:24][CH:23]=[CH:22][C:21]=6[C:20]6[C:15]5=[CH:16][CH:17]=[CH:18][CH:19]=6)=[CH:13][C:7]=4[C:6]=3[CH:27]=2)[O:38]1, predict the reactants needed to synthesize it. The reactants are: Br[C:2]1[CH:3]=[CH:4][C:5]2[O:9][C:8]3[CH:10]=[CH:11][C:12]([N:14]4[C:26]5[CH:25]=[CH:24][CH:23]=[CH:22][C:21]=5[C:20]5[C:15]4=[CH:16][CH:17]=[CH:18][CH:19]=5)=[CH:13][C:7]=3[C:6]=2[CH:27]=1.[Li]CCCC.C(O[B:37]1[O:41][C:40]([CH3:43])([CH3:42])[C:39]([CH3:45])([CH3:44])[O:38]1)(C)C.